Dataset: Reaction yield outcomes from USPTO patents with 853,638 reactions. Task: Predict the reaction yield, written as a fraction of the theoretical maximum amount of product (1.0 means a 100% yield; for example, 0.34 means a 34% yield). (1) The reactants are [OH-:1].[Na+].[C:3]([C:5]1[N:10]=[C:9]([C:11]2[N:15]3[CH:16]=[C:17]([F:20])[CH:18]=[CH:19][C:14]3=[N:13][CH:12]=2)[N:8]=[C:7]([NH:21][C@@H:22]2[CH2:27][CH2:26][CH2:25][N:24]([C:28]([O:30][C:31]([CH3:34])([CH3:33])[CH3:32])=[O:29])[CH2:23]2)[CH:6]=1)#N.C[OH:36]. The catalyst is O. The product is [C:31]([O:30][C:28]([N:24]1[CH2:25][CH2:26][CH2:27][C@@H:22]([NH:21][C:7]2[N:8]=[C:9]([C:11]3[N:15]4[CH:16]=[C:17]([F:20])[CH:18]=[CH:19][C:14]4=[N:13][CH:12]=3)[N:10]=[C:5]([C:3]([OH:36])=[O:1])[CH:6]=2)[CH2:23]1)=[O:29])([CH3:33])([CH3:34])[CH3:32]. The yield is 0.530. (2) The catalyst is CN(C=O)C.O. The reactants are [NH:1]1[C:9]2[C:4](=[CH:5][CH:6]=[CH:7][C:8]=2[C:10]([OH:12])=O)[CH:3]=[CH:2]1.CN(C(ON1N=NC2C=CC=CC1=2)=[N+](C)C)C.[B-](F)(F)(F)F.C(N(CC)C(C)C)(C)C.[C:44]([C:48]1[CH:66]=[CH:65][C:51]([CH2:52][NH:53][CH2:54][CH:55]([C:57]2[CH:62]=[CH:61][C:60]([Cl:63])=[C:59]([Cl:64])[CH:58]=2)[OH:56])=[CH:50][CH:49]=1)([CH3:47])([CH3:46])[CH3:45]. The product is [C:44]([C:48]1[CH:66]=[CH:65][C:51]([CH2:52][N:53]([CH2:54][CH:55]([C:57]2[CH:62]=[CH:61][C:60]([Cl:63])=[C:59]([Cl:64])[CH:58]=2)[OH:56])[C:10]([C:8]2[CH:7]=[CH:6][CH:5]=[C:4]3[C:9]=2[NH:1][CH:2]=[CH:3]3)=[O:12])=[CH:50][CH:49]=1)([CH3:47])([CH3:45])[CH3:46]. The yield is 0.590. (3) The reactants are [F:1][C:2]1[CH:3]=[C:4]([NH:24][C:25]([C:27]2[C:28](=[O:39])[N:29]([C:33]3[CH:38]=[CH:37][CH:36]=[CH:35][CH:34]=3)[CH:30]=[CH:31][CH:32]=2)=[O:26])[CH:5]=[CH:6][C:7]=1[O:8][C:9]1[CH:14]=[CH:13][N:12]=[CH:11][C:10]=1[C:15]1[CH:20]=[CH:19][C:18]([CH2:21][CH2:22]O)=[CH:17][CH:16]=1.CC[N:42](C(C)C)C(C)C.CS([Cl:53])(=O)=O. The catalyst is C1COCC1. The product is [ClH:53].[ClH:53].[NH2:42][CH2:22][CH2:21][C:18]1[CH:17]=[CH:16][C:15]([C:10]2[CH:11]=[N:12][CH:13]=[CH:14][C:9]=2[O:8][C:7]2[CH:6]=[CH:5][C:4]([NH:24][C:25]([C:27]3[C:28](=[O:39])[N:29]([C:33]4[CH:34]=[CH:35][CH:36]=[CH:37][CH:38]=4)[CH:30]=[CH:31][CH:32]=3)=[O:26])=[CH:3][C:2]=2[F:1])=[CH:20][CH:19]=1. The yield is 0.530. (4) The reactants are C([O:4][C@H:5]([CH3:25])[CH2:6][CH2:7][CH2:8][CH2:9][N:10]1[C:18](=[O:19])[C:17]2[N:16]=[C:15]3[NH:20][CH2:21][CH2:22][N:14]3[C:13]=2[N:12]([CH3:23])[C:11]1=[O:24])(=O)C.Cl.C(OCC)C. The catalyst is CO. The product is [OH:4][C@H:5]([CH3:25])[CH2:6][CH2:7][CH2:8][CH2:9][N:10]1[C:18](=[O:19])[C:17]2[N:16]=[C:15]3[NH:20][CH2:21][CH2:22][N:14]3[C:13]=2[N:12]([CH3:23])[C:11]1=[O:24]. The yield is 0.460. (5) The reactants are C(C1N([CH2:14][C:15]2[CH:32]=[CH:31][C:18]3/[C:19](=[CH:28]/[C:29]#[N:30])/[C:20]4[CH:27]=[CH:26][CH:25]=[CH:24][C:21]=4[CH2:22][CH2:23][C:17]=3[CH:16]=2)C2=NC(C)=CC(C)=C2N=1)C.N1C(C)=CC=CC=1C.[Br-:41].[Li+].CS(OS(C)(=O)=O)(=O)=O. The catalyst is C1COCC1.CCCCCC.C(OCC)(=O)C. The product is [Br:41][CH2:14][C:15]1[CH:32]=[CH:31][C:18]2/[C:19](=[CH:28]/[C:29]#[N:30])/[C:20]3[CH:27]=[CH:26][CH:25]=[CH:24][C:21]=3[CH2:22][CH2:23][C:17]=2[CH:16]=1. The yield is 0.740.